Predict which catalyst facilitates the given reaction. From a dataset of Catalyst prediction with 721,799 reactions and 888 catalyst types from USPTO. (1) Reactant: [F:1][C:2]([F:21])([F:20])[C:3]([N:5]1[CH2:11][CH:10]([CH3:12])[C:9]2[CH:13]=[C:14]([I:19])[C:15]([O:17]C)=[CH:16][C:8]=2[CH2:7][CH2:6]1)=[O:4].B(Br)(Br)Br. Product: [F:20][C:2]([F:1])([F:21])[C:3]([N:5]1[CH2:11][CH:10]([CH3:12])[C:9]2[CH:13]=[C:14]([I:19])[C:15]([OH:17])=[CH:16][C:8]=2[CH2:7][CH2:6]1)=[O:4]. The catalyst class is: 4. (2) Reactant: [OH:1][C:2]1[CH:3]=[C:4]([CH:9]=[C:10]([OH:12])[CH:11]=1)[C:5]([O:7][CH3:8])=[O:6].C(=O)([O-])[O-].[K+].[K+].[CH2:19](Br)[C:20]1[CH:25]=[CH:24][CH:23]=[CH:22][CH:21]=1. Product: [OH:1][C:2]1[CH:3]=[C:4]([CH:9]=[C:10]([O:12][CH2:19][C:20]2[CH:25]=[CH:24][CH:23]=[CH:22][CH:21]=2)[CH:11]=1)[C:5]([O:7][CH3:8])=[O:6]. The catalyst class is: 3. (3) Reactant: [CH3:1][O:2][C:3](=[O:9])[C:4]([CH3:8])=[CH:5][CH2:6][CH3:7].[Br:10]N1C(=O)CCC1=O. Product: [CH3:1][O:2][C:3](=[O:9])[C:4]([CH3:8])=[CH:5][CH:6]([Br:10])[CH3:7]. The catalyst class is: 53.